Predict the reactants needed to synthesize the given product. From a dataset of Full USPTO retrosynthesis dataset with 1.9M reactions from patents (1976-2016). (1) Given the product [CH2:1]([C:5]1[N:6]=[N:7][C:8]([O:24][C@@H:25]2[CH2:30][CH2:29][N:28]([CH3:34])[CH2:27][C@H:26]2[F:31])=[CH:9][C:10]=1[C:11]1[CH:16]=[CH:15][C:14]([O:17][CH:18]2[CH2:23][CH2:22][CH2:21][CH2:20][CH2:19]2)=[CH:13][CH:12]=1)[CH2:2][CH2:3][CH3:4], predict the reactants needed to synthesize it. The reactants are: [CH2:1]([C:5]1[N:6]=[N:7][C:8]([O:24][C@@H:25]2[CH2:30][CH2:29][NH:28][CH2:27][C@H:26]2[F:31])=[CH:9][C:10]=1[C:11]1[CH:16]=[CH:15][C:14]([O:17][CH:18]2[CH2:23][CH2:22][CH2:21][CH2:20][CH2:19]2)=[CH:13][CH:12]=1)[CH2:2][CH2:3][CH3:4].C=O.[C:34](O[BH-](OC(=O)C)OC(=O)C)(=O)C.[Na+]. (2) Given the product [C:11]([O:10][C:9](=[O:15])[NH:8][C:4]1[CH:3]=[C:2]([B:16]2[O:20][C:19]([CH3:22])([CH3:21])[C:18]([CH3:24])([CH3:23])[O:17]2)[CH:7]=[CH:6][N:5]=1)([CH3:14])([CH3:13])[CH3:12], predict the reactants needed to synthesize it. The reactants are: Br[C:2]1[CH:7]=[CH:6][N:5]=[C:4]([NH:8][C:9](=[O:15])[O:10][C:11]([CH3:14])([CH3:13])[CH3:12])[CH:3]=1.[B:16]1([B:16]2[O:20][C:19]([CH3:22])([CH3:21])[C:18]([CH3:24])([CH3:23])[O:17]2)[O:20][C:19]([CH3:22])([CH3:21])[C:18]([CH3:24])([CH3:23])[O:17]1.C([O-])(=O)C.[K+]. (3) Given the product [CH:1]1([N:4]2[CH2:9][CH2:8][CH:7]([C:10]3[CH:11]=[CH:12][C:13]([NH2:16])=[CH:14][CH:15]=3)[CH2:6][CH2:5]2)[CH2:3][CH2:2]1, predict the reactants needed to synthesize it. The reactants are: [CH:1]1([N:4]2[CH2:9][CH2:8][CH:7]([C:10]3[CH:15]=[CH:14][C:13]([N+:16]([O-])=O)=[CH:12][CH:11]=3)[CH2:6][CH2:5]2)[CH2:3][CH2:2]1.[H][H]. (4) Given the product [C:1]1([CH3:27])[CH:6]=[CH:5][CH:4]=[CH:3][C:2]=1[O:7][CH2:8][CH2:9][CH2:10][CH2:11][CH2:12][CH2:13][CH2:14][CH2:15][NH2:16], predict the reactants needed to synthesize it. The reactants are: [C:1]1([CH3:27])[CH:6]=[CH:5][CH:4]=[CH:3][C:2]=1[O:7][CH2:8][CH2:9][CH2:10][CH2:11][CH2:12][CH2:13][CH2:14][CH2:15][N:16]1C(=O)C2=CC=CC=C2C1=O.O.NN.C(OC1C=C(CN)C=CC=1)CCCCC.